Dataset: Catalyst prediction with 721,799 reactions and 888 catalyst types from USPTO. Task: Predict which catalyst facilitates the given reaction. (1) Reactant: [Cl:1][C:2]1[CH:11]=[C:10]([C:12]([OH:14])=O)[C:9]([OH:15])=[C:8]2[C:3]=1[CH:4]=[CH:5][CH:6]=[N:7]2.[CH2:16](N)[C:17]1[CH:22]=[CH:21][CH:20]=[CH:19][CH:18]=1.O[N:25]1C2N=CC=CC=2N=N1.Cl.CN(C)CCCN=C=NCC.C(N(CC)CC)C. Product: [CH2:16]([C:6]1[CH:5]=[CH:4][C:3]2[C:8](=[C:9]([OH:15])[C:10]([C:12]([NH2:25])=[O:14])=[CH:11][C:2]=2[Cl:1])[N:7]=1)[C:17]1[CH:22]=[CH:21][CH:20]=[CH:19][CH:18]=1. The catalyst class is: 3. (2) Reactant: [Br:1][C:2]1[CH:3]=[C:4]([OH:8])[CH:5]=[CH:6][CH:7]=1.[H-].[Na+].[C:11]([O:15][C:16](=[O:19])[CH2:17]Br)([CH3:14])([CH3:13])[CH3:12]. Product: [C:11]([O:15][C:16](=[O:19])[CH2:17][O:8][C:4]1[CH:5]=[CH:6][CH:7]=[C:2]([Br:1])[CH:3]=1)([CH3:14])([CH3:13])[CH3:12]. The catalyst class is: 9. (3) Reactant: FC1C=C(S(C)(=O)=O)C=CC=1OC1N=CN=C2N(C3CCC(C4ON=C(C(C)C)N=4)CC3)N=CC=12.[C:36]([O:40][C:41]([N:43]1[CH2:48][CH2:47][CH:46]([N:49]2[C:53]3=[N:54][CH:55]=[N:56][C:57](Cl)=[C:52]3[CH:51]=[N:50]2)[CH2:45][CH2:44]1)=[O:42])([CH3:39])([CH3:38])[CH3:37].[F:59][C:60]1[CH:61]=[C:62]([OH:70])[CH:63]=[CH:64][C:65]=1[S:66]([CH3:69])(=[O:68])=[O:67]. Product: [C:36]([O:40][C:41]([N:43]1[CH2:48][CH2:47][CH:46]([N:49]2[C:53]3=[N:54][CH:55]=[N:56][C:57]([O:70][C:62]4[CH:63]=[CH:64][C:65]([S:66]([CH3:69])(=[O:68])=[O:67])=[C:60]([F:59])[CH:61]=4)=[C:52]3[CH:51]=[N:50]2)[CH2:45][CH2:44]1)=[O:42])([CH3:39])([CH3:38])[CH3:37]. The catalyst class is: 9. (4) Reactant: [CH:1]1([C:4]2[CH:9]=[C:8]([C:10]3[C:18]4[C:13](=[CH:14][CH:15]=[C:16]([NH:19][C:20]([C:22]5([CH2:48][O:49][CH3:50])[CH2:26][CH2:25][N:24]([C:27](=[O:47])[CH2:28][N:29]6[CH2:34][CH:33]=[C:32]([C:35]7[CH:40]=[CH:39][C:38]([C:41]8[N:46]=[CH:45][CH:44]=[CH:43][N:42]=8)=[CH:37][CH:36]=7)[CH2:31][CH2:30]6)[CH2:23]5)=[O:21])[CH:17]=4)[N:12](C(C4C=CC=CC=4)(C4C=CC=CC=4)C4C=CC=CC=4)[N:11]=3)[CH:7]=[CH:6][N:5]=2)[CH2:3][CH2:2]1.ClCCl.O. Product: [CH:1]1([C:4]2[CH:9]=[C:8]([C:10]3[C:18]4[C:13](=[CH:14][CH:15]=[C:16]([NH:19][C:20]([C:22]5([CH2:48][O:49][CH3:50])[CH2:26][CH2:25][N:24]([C:27](=[O:47])[CH2:28][N:29]6[CH2:30][CH:31]=[C:32]([C:35]7[CH:36]=[CH:37][C:38]([C:41]8[N:42]=[CH:43][CH:44]=[CH:45][N:46]=8)=[CH:39][CH:40]=7)[CH2:33][CH2:34]6)[CH2:23]5)=[O:21])[CH:17]=4)[NH:12][N:11]=3)[CH:7]=[CH:6][N:5]=2)[CH2:3][CH2:2]1. The catalyst class is: 55. (5) Reactant: [CH3:1][CH:2]([CH3:12])[C:3](=[O:11])[CH2:4][C:5]1[CH:10]=[CH:9][CH:8]=[CH:7][CH:6]=1.CO[CH:15](OC)[N:16]([CH3:18])[CH3:17]. Product: [CH3:15][N:16]([CH3:18])[CH:17]=[C:4]([C:5]1[CH:10]=[CH:9][CH:8]=[CH:7][CH:6]=1)[C:3](=[O:11])[CH:2]([CH3:12])[CH3:1]. The catalyst class is: 3. (6) Reactant: [F:1][C:2]1[CH:7]=[C:6]([C:8]2[CH:13]=[CH:12][C:11]([F:14])=[CH:10][N:9]=2)[CH:5]=[CH:4][C:3]=1[C:15](=[O:17])[CH3:16].Br[CH2:19][C:20]([O:22][CH2:23][CH3:24])=[O:21]. Product: [F:1][C:2]1[CH:7]=[C:6]([C:8]2[CH:13]=[CH:12][C:11]([F:14])=[CH:10][N:9]=2)[CH:5]=[CH:4][C:3]=1[C:15]([OH:17])([CH3:16])[CH2:19][C:20]([O:22][CH2:23][CH3:24])=[O:21]. The catalyst class is: 772.